From a dataset of NCI-60 drug combinations with 297,098 pairs across 59 cell lines. Regression. Given two drug SMILES strings and cell line genomic features, predict the synergy score measuring deviation from expected non-interaction effect. (1) Drug 1: C1=NC2=C(N1)C(=S)N=C(N2)N. Drug 2: C(CCl)NC(=O)N(CCCl)N=O. Cell line: HS 578T. Synergy scores: CSS=18.9, Synergy_ZIP=-5.64, Synergy_Bliss=-2.83, Synergy_Loewe=-9.88, Synergy_HSA=-2.99. (2) Drug 1: C1CCN(CC1)CCOC2=CC=C(C=C2)C(=O)C3=C(SC4=C3C=CC(=C4)O)C5=CC=C(C=C5)O. Drug 2: COC1=C2C(=CC3=C1OC=C3)C=CC(=O)O2. Cell line: SR. Synergy scores: CSS=-2.54, Synergy_ZIP=-1.15, Synergy_Bliss=-5.37, Synergy_Loewe=-4.89, Synergy_HSA=-5.14.